From a dataset of Human liver microsome stability data. Regression/Classification. Given a drug SMILES string, predict its absorption, distribution, metabolism, or excretion properties. Task type varies by dataset: regression for continuous measurements (e.g., permeability, clearance, half-life) or binary classification for categorical outcomes (e.g., BBB penetration, CYP inhibition). Dataset: hlm. (1) The compound is CC(=O)O[C@H]1C[C@H]2[C@@H]([C@H](OC(C)=O)C[C@@H]3CC4(CC[C@@]32C)OOC(C)(C)OO4)[C@@H]2CC[C@H]([C@H](C)CCC(=O)NCCN(C)C)[C@@]12C. The result is 0 (unstable in human liver microsomes). (2) The drug is COc1cc2ccc(Br)cc2cc1[C@@H](c1ccnc(OC)c1OC)[C@@](O)(CCN(C)C)c1ccnc2c1OCCO2. The result is 0 (unstable in human liver microsomes). (3) The drug is COc1ccc(C2=Nc3c(C(C)(C)C)nn(CCO)c3C(=O)NC2)cc1-c1cnc(N2CCCC2)nc1. The result is 0 (unstable in human liver microsomes). (4) The compound is CCOc1cc([C@H](c2cc3cc(C#N)ccc3cc2OC)[C@@](O)(CCN(C)C)c2cccc3ccoc23)cc(OCC)n1. The result is 1 (stable in human liver microsomes). (5) The drug is COc1cc(NC(=O)CCN2CCC(OC(=O)Nc3ccccc3-c3ccccc3)CC2)c(Cl)cc1CNC[C@H](O)c1ccc(O)c2nc(O)ccc12. The result is 1 (stable in human liver microsomes).